This data is from Full USPTO retrosynthesis dataset with 1.9M reactions from patents (1976-2016). The task is: Predict the reactants needed to synthesize the given product. Given the product [N:1]([C:2]1[CH:3]=[N:4][CH:5]=[CH:6][C:7]=1[C@@H:8]1[CH2:13][CH2:12][CH2:11][C@H:10]([N:14]2[C:15](=[O:24])[C:16]3[C:21](=[CH:20][CH:19]=[CH:18][CH:17]=3)[C:22]2=[O:23])[CH2:9]1)=[C:25]=[S:26], predict the reactants needed to synthesize it. The reactants are: [NH2:1][C:2]1[CH:3]=[N:4][CH:5]=[CH:6][C:7]=1[C@@H:8]1[CH2:13][CH2:12][CH2:11][C@H:10]([N:14]2[C:22](=[O:23])[C:21]3[C:16](=[CH:17][CH:18]=[CH:19][CH:20]=3)[C:15]2=[O:24])[CH2:9]1.[C:25](N1C=CN=C1)(N1C=CN=C1)=[S:26].